From a dataset of Forward reaction prediction with 1.9M reactions from USPTO patents (1976-2016). Predict the product of the given reaction. (1) Given the reactants [CH3:1][O:2][C:3]1[C:8]([C:9]([OH:11])=O)=[CH:7][C:6]([C:12]([NH2:14])=[O:13])=[CH:5][CH:4]=1.[CH3:15][O:16][C:17]1[CH:23]=[CH:22][CH:21]=[CH:20][C:18]=1[NH2:19], predict the reaction product. The product is: [CH3:1][O:2][C:3]1[CH:4]=[CH:5][C:6]([C:12]([NH2:14])=[O:13])=[CH:7][C:8]=1[C:9]([NH:19][C:18]1[CH:20]=[CH:21][CH:22]=[CH:23][C:17]=1[O:16][CH3:15])=[O:11]. (2) Given the reactants [CH2:1](Cl)[C:2]1[CH:7]=[CH:6][CH:5]=[CH:4][CH:3]=1.[Cl:9][SiH:10]([Cl:12])[Cl:11], predict the reaction product. The product is: [CH2:1]([Si:10]([Cl:12])([Cl:11])[Cl:9])[C:2]1[CH:7]=[CH:6][CH:5]=[CH:4][CH:3]=1.